Dataset: Full USPTO retrosynthesis dataset with 1.9M reactions from patents (1976-2016). Task: Predict the reactants needed to synthesize the given product. (1) The reactants are: [CH3:1][O:2][CH2:3][CH2:4][NH2:5].[C:6](O[C:6]([O:8][C:9]([CH3:12])([CH3:11])[CH3:10])=[O:7])([O:8][C:9]([CH3:12])([CH3:11])[CH3:10])=[O:7].C(N(CC)CC)C. Given the product [C:9]([O:8][C:6](=[O:7])[NH:5][CH2:4][CH2:3][O:2][CH3:1])([CH3:12])([CH3:11])[CH3:10], predict the reactants needed to synthesize it. (2) Given the product [C:14]([C:2]1[CH:3]=[C:4]([CH:9]=[CH:10][C:11]=1[OH:12])[C:5]([O:7][CH3:8])=[O:6])#[N:15], predict the reactants needed to synthesize it. The reactants are: Br[C:2]1[CH:3]=[C:4]([CH:9]=[CH:10][C:11]=1[OH:12])[C:5]([O:7][CH3:8])=[O:6].[Cu][C:14]#[N:15].CN1C(=O)CCC1. (3) Given the product [CH3:1][O:2][C:3]1[C:8]([CH2:9][OH:10])=[CH:7][CH:6]=[CH:5][N:4]=1, predict the reactants needed to synthesize it. The reactants are: [CH3:1][O:2][C:3]1[C:8]([CH:9]=[O:10])=[CH:7][CH:6]=[CH:5][N:4]=1.[BH4-].[Na+]. (4) Given the product [Br:37][C:38]1[CH:39]=[C:40]([CH:43]=[CH:44][CH:45]=1)[CH2:41][N:2]1[CH:3]=[C:4]([NH:6][C:7]([C:9]2[C:17]3[C:12](=[CH:13][C:14]([C:18]4[CH:19]=[N:20][N:21]([CH:23]5[CH2:28][CH2:27][CH2:26][CH2:25][O:24]5)[CH:22]=4)=[CH:15][CH:16]=3)[N:11]([CH2:29][O:30][CH2:31][CH2:32][Si:33]([CH3:36])([CH3:35])[CH3:34])[N:10]=2)=[O:8])[CH:5]=[N:1]1, predict the reactants needed to synthesize it. The reactants are: [NH:1]1[CH:5]=[C:4]([NH:6][C:7]([C:9]2[C:17]3[C:12](=[CH:13][C:14]([C:18]4[CH:19]=[N:20][N:21]([CH:23]5[CH2:28][CH2:27][CH2:26][CH2:25][O:24]5)[CH:22]=4)=[CH:15][CH:16]=3)[N:11]([CH2:29][O:30][CH2:31][CH2:32][Si:33]([CH3:36])([CH3:35])[CH3:34])[N:10]=2)=[O:8])[CH:3]=[N:2]1.[Br:37][C:38]1[CH:39]=[C:40]([CH:43]=[CH:44][CH:45]=1)[CH2:41]Br.C(=O)([O-])[O-].[Cs+].[Cs+]. (5) Given the product [NH2:16][C:8]1[CH:7]=[CH:6][N:5]=[C:4]2[C:9]=1[C:10]1[CH:15]=[CH:14][CH:13]=[CH:12][C:11]=1[C:2](=[O:30])[NH:3]2, predict the reactants needed to synthesize it. The reactants are: Cl[C:2]1[C:11]2[CH:12]=[CH:13][CH:14]=[CH:15][C:10]=2[C:9]2[C:4](=[N:5][CH:6]=[CH:7][C:8]=2[NH:16]C2C=CC=CC=2)[N:3]=1.NCCCN1CC[O:30]CC1. (6) Given the product [CH2:30]([O:29][C:27](=[O:28])[CH2:26][O:24][C:5]1[CH:6]=[CH:7][C:8]([O:9][CH2:10][CH2:11][C:12]2[N:13]=[C:14]([C:18]3[CH:19]=[CH:20][CH:21]=[CH:22][CH:23]=3)[O:15][C:16]=2[CH3:17])=[C:3]([CH2:1][CH3:2])[CH:4]=1)[CH3:31], predict the reactants needed to synthesize it. The reactants are: [CH2:1]([C:3]1[CH:4]=[C:5]([OH:24])[CH:6]=[CH:7][C:8]=1[O:9][CH2:10][CH2:11][C:12]1[N:13]=[C:14]([C:18]2[CH:23]=[CH:22][CH:21]=[CH:20][CH:19]=2)[O:15][C:16]=1[CH3:17])[CH3:2].Br[CH2:26][C:27]([O:29][CH2:30][CH3:31])=[O:28].C(=O)([O-])[O-].[Cs+].[Cs+]. (7) Given the product [OH:27][C:4]1[CH:5]=[CH:6][C:7]([N:9]2[CH2:14][CH2:13][C:12]3[N:15]=[C:16]([C:18]4[CH:23]=[CH:22][C:21]([O:24][CH3:25])=[CH:20][CH:19]=4)[S:17][C:11]=3[C:10]2=[O:26])=[CH:8][C:3]=1[O:2][CH3:1], predict the reactants needed to synthesize it. The reactants are: [CH3:1][O:2][C:3]1[CH:8]=[C:7]([N:9]2[CH2:14][CH2:13][C:12]3[N:15]=[C:16]([C:18]4[CH:23]=[CH:22][C:21]([O:24][CH3:25])=[CH:20][CH:19]=4)[S:17][C:11]=3[C:10]2=[O:26])[CH:6]=[CH:5][C:4]=1[O:27]C(=O)C(C)(C)C.C[O-].[Na+]. (8) Given the product [OH:22][C:19]1[CH:18]=[CH:17][C:16]([C:15]([C:11]2[CH:12]=[CH:13][CH:14]=[C:9]([C:7](=[O:8])[C:6]3[CH:25]=[CH:26][C:3]([O:2][CH3:1])=[CH:4][CH:5]=3)[CH:10]=2)=[O:24])=[CH:21][CH:20]=1, predict the reactants needed to synthesize it. The reactants are: [CH3:1][O:2][C:3]1[CH:26]=[CH:25][C:6]([C:7]([C:9]2[CH:14]=[CH:13][CH:12]=[C:11]([C:15](=[O:24])[C:16]3[CH:21]=[CH:20][C:19]([O:22]C)=[CH:18][CH:17]=3)[CH:10]=2)=[O:8])=[CH:5][CH:4]=1.CSC.B(F)(F)F.